Dataset: Forward reaction prediction with 1.9M reactions from USPTO patents (1976-2016). Task: Predict the product of the given reaction. Given the reactants ON1C2C=CC=CC=2N=N1.[Cl:11][C:12]1[CH:20]=[C:19]([C:21]([NH:23][CH2:24][C:25]2[CH:30]=[CH:29][CH:28]=[C:27]([O:31][CH2:32][O:33][CH3:34])[CH:26]=2)=[O:22])[CH:18]=[CH:17][C:13]=1[C:14]([OH:16])=O.[CH3:35][O:36][C:37](=[O:46])[CH:38]([P:40]([O:44][CH3:45])([O:42][CH3:43])=[O:41])[NH2:39], predict the reaction product. The product is: [CH3:35][O:36][C:37](=[O:46])[CH:38]([P:40]([O:42][CH3:43])([O:44][CH3:45])=[O:41])[NH:39][C:14](=[O:16])[C:13]1[CH:17]=[CH:18][C:19]([C:21]([NH:23][CH2:24][C:25]2[CH:30]=[CH:29][CH:28]=[C:27]([O:31][CH2:32][O:33][CH3:34])[CH:26]=2)=[O:22])=[CH:20][C:12]=1[Cl:11].